From a dataset of Forward reaction prediction with 1.9M reactions from USPTO patents (1976-2016). Predict the product of the given reaction. (1) Given the reactants [Br:1][C:2]1[C:3](Cl)=[N:4][C:5]([Cl:8])=[N:6][CH:7]=1.[NH2:10][C:11]1[CH:15]=[C:14]([CH3:16])[NH:13][N:12]=1.C(N(CC)C(C)C)(C)C, predict the reaction product. The product is: [Br:1][C:2]1[C:3]([NH:10][C:11]2[CH:15]=[C:14]([CH3:16])[NH:13][N:12]=2)=[N:4][C:5]([Cl:8])=[N:6][CH:7]=1. (2) Given the reactants [N+:1]([C:4]1[CH:5]=[C:6]([CH:11]=[C:12]([C:14]([F:17])([F:16])[F:15])[CH:13]=1)[C:7]([O:9][CH3:10])=[O:8])([O-])=O.[H][H], predict the reaction product. The product is: [NH2:1][C:4]1[CH:5]=[C:6]([CH:11]=[C:12]([C:14]([F:15])([F:16])[F:17])[CH:13]=1)[C:7]([O:9][CH3:10])=[O:8].